From a dataset of Full USPTO retrosynthesis dataset with 1.9M reactions from patents (1976-2016). Predict the reactants needed to synthesize the given product. (1) Given the product [CH3:1][O:2][C:3](=[O:19])[C:4]1[CH:9]=[CH:8][C:7]([O:10][C:11]2[CH:16]=[CH:15][CH:14]=[CH:13][CH:12]=2)=[CH:6][C:5]=1[CH2:17][N:24]([CH2:23][C:22]([O:21][CH3:20])=[O:35])[S:25]([C:28]1[CH:29]=[CH:30][C:31]([CH3:34])=[CH:32][CH:33]=1)(=[O:27])=[O:26], predict the reactants needed to synthesize it. The reactants are: [CH3:1][O:2][C:3](=[O:19])[C:4]1[CH:9]=[CH:8][C:7]([O:10][C:11]2[CH:16]=[CH:15][CH:14]=[CH:13][CH:12]=2)=[CH:6][C:5]=1[CH2:17]Cl.[CH3:20][O:21][C:22](=[O:35])[CH2:23][NH:24][S:25]([C:28]1[CH:33]=[CH:32][C:31]([CH3:34])=[CH:30][CH:29]=1)(=[O:27])=[O:26].C([O-])([O-])=O.[K+].[K+].[Na+].[I-]. (2) Given the product [CH3:1][O:2][C:3](=[O:59])[NH:4][C@@H:5]1[CH:13]2[C:14](=[O:57])[CH2:15][C@H:16]([C:18]3[NH:64][C:21]([C:23]4[CH:24]=[CH:25][C:26]([C:29]5[CH:34]=[CH:33][C:32]([C:35]6[NH:36][C:37]([C@H:40]7[CH2:44][CH2:43][CH2:42][N:41]7[C:45](=[O:55])[C@H:46]([NH:50][C:51]([O:53][CH3:54])=[O:52])[CH:47]([CH3:48])[CH3:49])=[N:38][CH:39]=6)=[CH:31][CH:30]=5)=[CH:27][CH:28]=4)=[CH:20][N:19]=3)[CH2:17][N:11]3[C:12]2=[C:8]([CH:9]=[C:10]3[Br:58])[CH2:7][CH2:6]1, predict the reactants needed to synthesize it. The reactants are: [CH3:1][O:2][C:3](=[O:59])[NH:4][C@@H:5]1[CH:13]2[C:14](=[O:57])[CH2:15][C@H:16]([C:18](=O)[NH:19][CH2:20][C:21]([C:23]3[CH:28]=[CH:27][C:26]([C:29]4[CH:34]=[CH:33][C:32]([C:35]5[NH:36][C:37]([C@H:40]6[CH2:44][CH2:43][CH2:42][N:41]6[C:45](=[O:55])[C@H:46]([NH:50][C:51]([O:53][CH3:54])=[O:52])[CH:47]([CH3:49])[CH3:48])=[N:38][CH:39]=5)=[CH:31][CH:30]=4)=[CH:25][CH:24]=3)=O)[CH2:17][N:11]3[C:12]2=[C:8]([CH:9]=[C:10]3[Br:58])[CH2:7][CH2:6]1.C([O-])(=O)C.[NH4+:64].C1(C)C(C)=CC=CC=1. (3) Given the product [Cl:1][C:2]1[N:7]=[N:6][C:5]([NH:8][S:9]([CH2:12][C:13]2[CH:14]=[C:15]([F:32])[CH:16]=[C:17]([C:19]#[N:20])[CH:18]=2)(=[O:11])=[O:10])=[C:4]([O:22][CH3:23])[CH:3]=1, predict the reactants needed to synthesize it. The reactants are: [Cl:1][C:2]1[N:7]=[N:6][C:5]([NH:8][S:9]([CH2:12][C:13]2[CH:18]=[C:17]([C:19]#[N:20])[CH:16]=[CH:15][C:14]=2Cl)(=[O:11])=[O:10])=[C:4]([O:22][CH3:23])[CH:3]=1.C(C1C=C(CS(Cl)(=O)=O)C=C([F:32])C=1)#N.ClC1C=CC(C#N)=CC=1CS(Cl)(=O)=O. (4) Given the product [OH:32][C@H:29]1[CH2:30][CH2:31][C@H:26]([N:25]2[CH2:2][CH2:3][C:4]3([CH2:5][CH2:6][N:7]([C:10]([O:12][CH2:13][C:14]4[CH:15]=[CH:16][CH:17]=[CH:18][CH:19]=4)=[O:11])[CH2:8][CH2:9]3)[C:20]2=[O:22])[CH2:27][CH2:28]1, predict the reactants needed to synthesize it. The reactants are: O=[CH:2][CH2:3][C:4]1([C:20]([O:22]C)=O)[CH2:9][CH2:8][N:7]([C:10]([O:12][CH2:13][C:14]2[CH:19]=[CH:18][CH:17]=[CH:16][CH:15]=2)=[O:11])[CH2:6][CH2:5]1.Cl.[NH2:25][C@H:26]1[CH2:31][CH2:30][C@H:29]([OH:32])[CH2:28][CH2:27]1.C(N(CC)CC)C.C(O[BH-](OC(=O)C)OC(=O)C)(=O)C.[Na+].